Task: Predict the reactants needed to synthesize the given product.. Dataset: Full USPTO retrosynthesis dataset with 1.9M reactions from patents (1976-2016) (1) Given the product [Cl:1][C:2]1[N:7]=[C:6]([NH:25][C:21]2[CH:20]=[C:19]3[C:24](=[CH:23][CH:22]=2)[NH:16][N:17]=[CH:18]3)[C:5]([Cl:9])=[CH:4][N:3]=1, predict the reactants needed to synthesize it. The reactants are: [Cl:1][C:2]1[N:7]=[C:6](Cl)[C:5]([Cl:9])=[CH:4][N:3]=1.C([O-])([O-])=O.[Na+].[Na+].[NH:16]1[C:24]2[C:19](=[CH:20][C:21]([NH2:25])=[CH:22][CH:23]=2)[CH:18]=[N:17]1. (2) Given the product [Br:47][C:43]1[CH:44]=[CH:45][CH:46]=[C:41]([O:40][C:36]2[CH:37]=[CH:38][CH:39]=[C:32]([O:31][CH3:30])[C:33]=2/[CH:34]=[CH:2]/[O:3][CH3:4])[N:42]=1, predict the reactants needed to synthesize it. The reactants are: [Cl-].[CH3:2][O:3][CH2:4][P+](C1C=CC=CC=1)(C1C=CC=CC=1)C1C=CC=CC=1.CC(C)([O-])C.[K+].[CH3:30][O:31][C:32]1[CH:39]=[CH:38][CH:37]=[C:36]([O:40][C:41]2[CH:46]=[CH:45][CH:44]=[C:43]([Br:47])[N:42]=2)[C:33]=1[CH:34]=O.[NH4+]. (3) Given the product [Cl:22][C:23]1[C:31]([F:32])=[C:30]2[C:26]([C:27]([S:13][C:12]3[C:2]([F:1])=[C:3]([CH:9]=[CH:10][CH:11]=3)[C:4]([O:6][CH2:7][CH3:8])=[O:5])=[C:28]([CH:33]3[CH2:35][CH2:34]3)[NH:29]2)=[CH:25][CH:24]=1, predict the reactants needed to synthesize it. The reactants are: [F:1][C:2]1[C:12]([SH:13])=[CH:11][CH:10]=[CH:9][C:3]=1[C:4]([O:6][CH2:7][CH3:8])=[O:5].C1C(=O)N(Cl)C(=O)C1.[Cl:22][C:23]1[C:31]([F:32])=[C:30]2[C:26]([CH:27]=[C:28]([CH:33]3[CH2:35][CH2:34]3)[NH:29]2)=[CH:25][CH:24]=1. (4) Given the product [CH3:17][C:18]1[C:31]2[C:32]3=[C:33]4[C:24](=[CH:25][CH:26]=[C:27]([CH2:34][O:35][C@@H:5]5[C@H:6]([OH:11])[C@@H:7]([CH2:9][OH:10])[O:8][C@H:4]5[N:3]5[CH:2]=[CH:1][C:15](=[O:16])[NH:14][C:13]5=[O:12])[C:28]4=[CH:29][CH:30]=2)[CH:23]=[CH:22][C:21]3=[CH:20][CH:19]=1, predict the reactants needed to synthesize it. The reactants are: [CH:1]1[C:15](=[O:16])[N:14]=[C:13]2[N:3]([C@@H:4]3[O:8][C@H:7]([CH2:9][OH:10])[C@@H:6]([OH:11])[C@@H:5]3[O:12]2)[CH:2]=1.[CH3:17][C:18]1[C:31]2[C:32]3=[C:33]4[C:24](=[CH:25][CH:26]=[C:27]([CH2:34][OH:35])[C:28]4=[CH:29][CH:30]=2)[CH:23]=[CH:22][C:21]3=[CH:20][CH:19]=1.C([O-])(O)=O.[Na+].C1COCC1.